Dataset: Forward reaction prediction with 1.9M reactions from USPTO patents (1976-2016). Task: Predict the product of the given reaction. Given the reactants CS([Cl:5])(=O)=O.C(N(CC)CC)C.[N:13]1[CH:18]=[CH:17][CH:16]=[CH:15][C:14]=1[C:19]1[CH:38]=[CH:37][C:22]([C:23]([NH:25][CH2:26][CH2:27][CH2:28][C:29]2[CH:36]=[CH:35][C:32]([CH2:33]O)=[CH:31][CH:30]=2)=[O:24])=[CH:21][CH:20]=1, predict the reaction product. The product is: [N:13]1[CH:18]=[CH:17][CH:16]=[CH:15][C:14]=1[C:19]1[CH:38]=[CH:37][C:22]([C:23]([NH:25][CH2:26][CH2:27][CH2:28][C:29]2[CH:36]=[CH:35][C:32]([CH2:33][Cl:5])=[CH:31][CH:30]=2)=[O:24])=[CH:21][CH:20]=1.